This data is from Forward reaction prediction with 1.9M reactions from USPTO patents (1976-2016). The task is: Predict the product of the given reaction. Given the reactants [CH3:1][CH:2]([CH3:16])[CH2:3][NH:4][C:5]1[CH:10]=[C:9]([CH3:11])[N:8]2[N:12]=[N:13][N:14]=[C:7]2[C:6]=1[NH2:15].C(N(CC)CC)C.[CH2:24]([O:26][CH2:27][C:28](Cl)=[O:29])[CH3:25], predict the reaction product. The product is: [CH2:24]([O:26][CH2:27][C:28]([NH:15][C:6]1[C:7]2[N:8]([N:12]=[N:13][N:14]=2)[C:9]([CH3:11])=[CH:10][C:5]=1[NH:4][CH2:3][CH:2]([CH3:16])[CH3:1])=[O:29])[CH3:25].